Dataset: Forward reaction prediction with 1.9M reactions from USPTO patents (1976-2016). Task: Predict the product of the given reaction. (1) Given the reactants Cl[CH2:2][C:3]([C:5]1[CH:10]=[CH:9][C:8]([C:11]#[N:12])=[CH:7][CH:6]=1)=[O:4].[NH:13]1[CH:17]=[CH:16][N:15]=[CH:14]1, predict the reaction product. The product is: [NH:13]1[CH:17]=[CH:16][N:15]=[C:14]1[CH2:2][C:3]([C:5]1[CH:10]=[CH:9][C:8]([C:11]#[N:12])=[CH:7][CH:6]=1)=[O:4]. (2) Given the reactants [CH2:1]([O:8][CH2:9][CH2:10][CH2:11][C@H:12]([N:21]1[C:25](I)=[C:24]([CH:27]2[CH2:30][CH:29]([CH2:31][C:32]([CH3:35])([CH3:34])[CH3:33])[CH2:28]2)[N:23]=[N:22]1)[CH2:13][C:14]([O:16][C:17]([CH3:20])([CH3:19])[CH3:18])=[O:15])[C:2]1[CH:7]=[CH:6][CH:5]=[CH:4][CH:3]=1.[CH:36]1(B2OC(C)(C)C(C)(C)O2)[CH2:38][CH2:37]1.[F-].[Cs+], predict the reaction product. The product is: [CH2:1]([O:8][CH2:9][CH2:10][CH2:11][C@H:12]([N:21]1[C:25]([CH:36]2[CH2:38][CH2:37]2)=[C:24]([CH:27]2[CH2:30][CH:29]([CH2:31][C:32]([CH3:35])([CH3:34])[CH3:33])[CH2:28]2)[N:23]=[N:22]1)[CH2:13][C:14]([O:16][C:17]([CH3:20])([CH3:19])[CH3:18])=[O:15])[C:2]1[CH:7]=[CH:6][CH:5]=[CH:4][CH:3]=1. (3) Given the reactants [N:1]1([C:12]([O:14][C:15]([CH3:18])([CH3:17])[CH3:16])=[O:13])[CH2:6][CH2:5][CH2:4][CH:3]([C:7]([O:9][CH2:10][CH3:11])=[O:8])[CH2:2]1.C[Si]([N-][Si](C)(C)C)(C)C.[Li+].Cl[S:30][C:31]([O:33][CH3:34])=[O:32], predict the reaction product. The product is: [CH3:34][O:33][C:31]([S:30][C:3]1([C:7]([O:9][CH2:10][CH3:11])=[O:8])[CH2:4][CH2:5][CH2:6][N:1]([C:12]([O:14][C:15]([CH3:17])([CH3:16])[CH3:18])=[O:13])[CH2:2]1)=[O:32]. (4) Given the reactants [BH4-].[Na+].[F:3][C:4]1[CH:5]=[C:6]([CH:10]2[CH2:15][CH2:14][C:13](=[O:16])[CH2:12][CH2:11]2)[CH:7]=[CH:8][CH:9]=1.[H][H].[Cl-].[NH4+], predict the reaction product. The product is: [F:3][C:4]1[CH:5]=[C:6]([CH:10]2[CH2:11][CH2:12][CH:13]([OH:16])[CH2:14][CH2:15]2)[CH:7]=[CH:8][CH:9]=1. (5) Given the reactants C[O:2][C:3]([C:5]1[CH:13]=[C:12]2[C:8]([C:9]([CH:35]3[CH2:40][CH2:39][CH2:38][CH2:37][CH2:36]3)=[C:10]([C:18]3[CH:19]=[C:20]4[C:25](=[CH:26][CH:27]=3)[N:24]=[C:23]([C:28]3[S:32][C:31]([CH3:33])=[N:30][C:29]=3[CH3:34])[CH:22]=[CH:21]4)[N:11]2[CH2:14][C:15]([OH:17])=O)=[CH:7][CH:6]=1)=[O:4].COC(C1C=C2C(C(C3CCCCC3)=C(Br)N2CC(N2CCOCC2)=O)=CC=1)=O.N1CCOCC1.[N:76]1[NH:77][N:78]=[N:79][C:80]=1[NH2:81], predict the reaction product. The product is: [CH:35]1([C:9]2[C:8]3[C:12](=[CH:13][C:5]([C:3]([OH:2])=[O:4])=[CH:6][CH:7]=3)[N:11]([CH2:14][C:15](=[O:17])[NH:81][C:80]3[N:76]=[N:77][NH:78][N:79]=3)[C:10]=2[C:18]2[CH:19]=[C:20]3[C:25](=[CH:26][CH:27]=2)[N:24]=[C:23]([C:28]2[S:32][C:31]([CH3:33])=[N:30][C:29]=2[CH3:34])[CH:22]=[CH:21]3)[CH2:40][CH2:39][CH2:38][CH2:37][CH2:36]1. (6) Given the reactants [Cl:1][C:2]1[C:11]2[C:6](=[CH:7][CH:8]=[C:9]([C:12]([C:20]3[C:21]([CH3:27])=[N:22][C:23]([CH3:26])=[CH:24][CH:25]=3)([OH:19])[C:13]3[N:17]([CH3:18])[N:16]=[N:15][CH:14]=3)[CH:10]=2)[N:5]=[C:4]([O:28][CH3:29])[C:3]=1[C:30](O)=[O:31].C1C=CC2N(O)N=NC=2C=1.C(N(CC)CC)C.Cl.[F:51][C:52]([F:56])([F:55])[CH2:53][NH2:54].CCN=C=NCCCN(C)C, predict the reaction product. The product is: [Cl:1][C:2]1[C:11]2[C:6](=[CH:7][CH:8]=[C:9]([C:12]([C:20]3[C:21]([CH3:27])=[N:22][C:23]([CH3:26])=[CH:24][CH:25]=3)([OH:19])[C:13]3[N:17]([CH3:18])[N:16]=[N:15][CH:14]=3)[CH:10]=2)[N:5]=[C:4]([O:28][CH3:29])[C:3]=1[C:30]([NH:54][CH2:53][C:52]([F:56])([F:55])[F:51])=[O:31]. (7) Given the reactants [NH:1]1[C:5]2[CH:6]=[CH:7][CH:8]=[CH:9][C:4]=2[N:3]=[C:2]1[CH2:10][C:11]1[CH:28]=[CH:27][C:14]([C:15]([N:17]2[CH2:21][CH2:20][C@H:19]([N:22]3[CH2:26][CH2:25][CH2:24][CH2:23]3)[CH2:18]2)=[O:16])=[CH:13][CH:12]=1.C(N(CC)CC)C.[C:36]1([S:42](Cl)(=[O:44])=[O:43])[CH:41]=[CH:40][CH:39]=[CH:38][CH:37]=1.[C:46]([OH:53])(=[O:52])/[CH:47]=[CH:48]/[C:49]([OH:51])=[O:50], predict the reaction product. The product is: [C:46]([OH:53])(=[O:52])/[CH:47]=[CH:48]/[C:49]([OH:51])=[O:50].[C:36]1([S:42]([N:1]2[C:5]3[CH:6]=[CH:7][CH:8]=[CH:9][C:4]=3[N:3]=[C:2]2[CH2:10][C:11]2[CH:28]=[CH:27][C:14]([C:15]([N:17]3[CH2:21][CH2:20][C@H:19]([N:22]4[CH2:26][CH2:25][CH2:24][CH2:23]4)[CH2:18]3)=[O:16])=[CH:13][CH:12]=2)(=[O:44])=[O:43])[CH:41]=[CH:40][CH:39]=[CH:38][CH:37]=1.